Dataset: Reaction yield outcomes from USPTO patents with 853,638 reactions. Task: Predict the reaction yield, written as a fraction of the theoretical maximum amount of product (1.0 means a 100% yield; for example, 0.34 means a 34% yield). (1) The reactants are [CH:1]([C@@H:4]1[C:10]2[CH:11]=[CH:12][C:13]([C:15](OC)=[O:16])=[CH:14][C:9]=2[O:8][CH2:7][CH2:6][N:5]1[C:19]([CH:21]1[CH2:26][CH2:25][O:24][CH2:23][CH2:22]1)=[O:20])([CH3:3])[CH3:2].[NH2:27][OH:28].[OH-].[Na+]. The catalyst is CO.C1COCC1. The product is [OH:28][NH:27][C:15]([C:13]1[CH:12]=[CH:11][C:10]2[C@@H:4]([CH:1]([CH3:3])[CH3:2])[N:5]([C:19]([CH:21]3[CH2:26][CH2:25][O:24][CH2:23][CH2:22]3)=[O:20])[CH2:6][CH2:7][O:8][C:9]=2[CH:14]=1)=[O:16]. The yield is 0.190. (2) The reactants are [C:1](=[O:32])([S:3][CH2:4][CH2:5][CH2:6][CH2:7][CH2:8][CH2:9][CH2:10][CH2:11][CH2:12][CH2:13][CH2:14][O:15][CH2:16][CH2:17][O:18][CH2:19][CH2:20][O:21][CH2:22][CH2:23][O:24][C:25]1[CH:30]=[CH:29][C:28]([OH:31])=[CH:27][CH:26]=1)[CH3:2].C(N(C(C)C)CC)(C)C.[C:42]([O:46][C:47](=[O:64])[CH2:48][O:49][CH2:50][CH2:51][O:52][CH2:53][CH2:54][O:55][CH2:56][CH2:57][O:58][CH2:59][CH2:60][N:61]=[C:62]=[O:63])([CH3:45])([CH3:44])[CH3:43]. The catalyst is ClCCl. The product is [O:63]=[C:62]([O:31][C:28]1[CH:29]=[CH:30][C:25]([O:24][CH2:23][CH2:22][O:21][CH2:20][CH2:19][O:18][CH2:17][CH2:16][O:15][CH2:14][CH2:13][CH2:12][CH2:11][CH2:10][CH2:9][CH2:8][CH2:7][CH2:6][CH2:5][CH2:4][S:3][C:1](=[O:32])[CH3:2])=[CH:26][CH:27]=1)[NH:61][CH2:60][CH2:59][O:58][CH2:57][CH2:56][O:55][CH2:54][CH2:53][O:52][CH2:51][CH2:50][O:49][CH2:48][C:47]([O:46][C:42]([CH3:45])([CH3:44])[CH3:43])=[O:64]. The yield is 0.170. (3) The reactants are [O:1]([C:3]1[CH:4]=[C:5]2[C:9](=[CH:10][CH:11]=1)[C:8](=O)[CH2:7][CH2:6]2)[CH3:2].Br[CH:14]([CH3:19])[C:15]([O:17]C)=[O:16]. No catalyst specified. The product is [CH3:2][O:1][C:3]1[CH:4]=[C:5]2[C:9]([C:8]([CH:14]([CH3:19])[C:15]([OH:17])=[O:16])=[CH:7][CH2:6]2)=[CH:10][CH:11]=1. The yield is 0.680. (4) The reactants are [O:1]=[C:2]1[NH:7][C@H:6]([C:8]([O:10][CH3:11])=[O:9])[CH2:5][CH2:4][CH2:3]1.[CH3:12][C:13]([O:16][C:17](O[C:17]([O:16][C:13]([CH3:15])([CH3:14])[CH3:12])=[O:18])=[O:18])([CH3:15])[CH3:14]. The catalyst is CN(C)C1C=CN=CC=1.CC#N. The product is [O:1]=[C:2]1[N:7]([C:17]([O:16][C:13]([CH3:15])([CH3:14])[CH3:12])=[O:18])[C@H:6]([C:8]([O:10][CH3:11])=[O:9])[CH2:5][CH2:4][CH2:3]1. The yield is 0.710. (5) The reactants are [F:1][C:2]1[C:3]([F:15])=[C:4]([CH2:13]O)[C:5]2[O:9][C:8]([CH3:11])([CH3:10])[CH2:7][C:6]=2[CH:12]=1.O=S(Cl)[Cl:18]. The product is [Cl:18][CH2:13][C:4]1[C:5]2[O:9][C:8]([CH3:11])([CH3:10])[CH2:7][C:6]=2[CH:12]=[C:2]([F:1])[C:3]=1[F:15]. The catalyst is ClCCl. The yield is 0.990. (6) The reactants are [CH3:1][O:2][C:3](=[O:19])[C:4]1[CH:9]=[C:8]([O:10][CH3:11])[C:7]([O:12][CH2:13][CH2:14][Cl:15])=[CH:6][C:5]=1[N+:16]([O-])=O. The catalyst is C(OCC)(=O)C.[Pd]. The product is [CH3:1][O:2][C:3](=[O:19])[C:4]1[CH:9]=[C:8]([O:10][CH3:11])[C:7]([O:12][CH2:13][CH2:14][Cl:15])=[CH:6][C:5]=1[NH2:16]. The yield is 0.990. (7) The product is [CH3:31][C:26]1[N:27]=[CH:28][C:29](/[CH:2]=[CH:1]/[C:3]2[C:11]3[C:6](=[CH:7][C:8]([C@H:12]4[C@@:14]5([C:22]6[C:17](=[CH:18][CH:19]=[CH:20][CH:21]=6)[NH:16][C:15]5=[O:23])[CH2:13]4)=[CH:9][CH:10]=3)[NH:5][N:4]=2)=[CH:30][CH:25]=1. The catalyst is CN(C=O)C.CC([O-])=O.CC([O-])=O.[Pd+2]. The reactants are [CH:1]([C:3]1[C:11]2[C:6](=[CH:7][C:8]([C@H:12]3[C@@:14]4([C:22]5[C:17](=[CH:18][CH:19]=[CH:20][CH:21]=5)[NH:16][C:15]4=[O:23])[CH2:13]3)=[CH:9][CH:10]=2)[NH:5][N:4]=1)=[CH2:2].Br[C:25]1[C:26]([CH3:31])=[N:27][CH:28]=[CH:29][CH:30]=1.CCN(C(C)C)C(C)C.CC1C=CC=CC=1P(C1C=CC=CC=1C)C1C=CC=CC=1C. The yield is 0.250. (8) The reactants are [NH2:1][CH2:2][C@@H:3]([NH:21][C:22](=[O:34])[C:23]1[CH:28]=[CH:27][C:26]([O:29][CH:30]([CH3:32])[CH3:31])=[C:25]([Cl:33])[CH:24]=1)[CH2:4][C:5]1[CH:10]=[CH:9][C:8]([C:11]2[N:12]=[C:13]3[C:18]([Br:19])=[CH:17][CH:16]=[CH:15][N:14]3[CH:20]=2)=[CH:7][CH:6]=1.CC(OC([NH:42][C@@H:43]([C:45](O)=[O:46])[CH3:44])=O)(C)C.CCN=C=NCCCN(C)C.Cl. The catalyst is C(Cl)Cl.O1CCOCC1. The product is [NH2:42][C@@H:43]([C:45]([NH:1][CH2:2][C@@H:3]([NH:21][C:22](=[O:34])[C:23]1[CH:28]=[CH:27][C:26]([O:29][CH:30]([CH3:32])[CH3:31])=[C:25]([Cl:33])[CH:24]=1)[CH2:4][C:5]1[CH:10]=[CH:9][C:8]([C:11]2[N:12]=[C:13]3[C:18]([Br:19])=[CH:17][CH:16]=[CH:15][N:14]3[CH:20]=2)=[CH:7][CH:6]=1)=[O:46])[CH3:44]. The yield is 0.250. (9) The reactants are [OH:1][C:2]1[CH:3]=[CH:4][C:5]2[N:6]([N:8]=[CH:9][C:10]=2[C:11]([O:13][CH2:14][CH3:15])=[O:12])[CH:7]=1.Br[CH2:17][C:18]([O:20]C(C)(C)C)=[O:19].C(=O)([O-])[O-].[Cs+].[Cs+].[Li+].[OH-].Cl. The catalyst is CC#N.CO. The product is [CH2:14]([O:13][C:11]([C:10]1[CH:9]=[N:8][N:6]2[CH:7]=[C:2]([O:1][CH2:17][C:18]([OH:20])=[O:19])[CH:3]=[CH:4][C:5]=12)=[O:12])[CH3:15]. The yield is 0.840. (10) The reactants are [CH:1]1([C:4]2[N:5]=[C:6]([CH3:26])[NH:7][C:8](=[O:25])[C:9]=2[CH2:10][C:11]2[CH:16]=[CH:15][C:14]([C:17]3[C:18]([C:23]#[N:24])=[CH:19][CH:20]=[CH:21][CH:22]=3)=[CH:13][CH:12]=2)[CH2:3][CH2:2]1.[CH:27]([O:30][C:31]1[CH:36]=[CH:35][C:34](B(O)O)=[CH:33][CH:32]=1)([CH3:29])[CH3:28].C(N(CC)CC)C.N1C=CC=CC=1. The catalyst is C([O-])(=O)C.[Cu+2].C([O-])(=O)C.C(OCC)(=O)C.C(Cl)Cl. The product is [CH:1]1([C:4]2[N:5]=[C:6]([CH3:26])[N:7]([C:34]3[CH:35]=[CH:36][C:31]([O:30][CH:27]([CH3:29])[CH3:28])=[CH:32][CH:33]=3)[C:8](=[O:25])[C:9]=2[CH2:10][C:11]2[CH:16]=[CH:15][C:14]([C:17]3[C:18]([C:23]#[N:24])=[CH:19][CH:20]=[CH:21][CH:22]=3)=[CH:13][CH:12]=2)[CH2:2][CH2:3]1. The yield is 0.270.